This data is from Reaction yield outcomes from USPTO patents with 853,638 reactions. The task is: Predict the reaction yield, written as a fraction of the theoretical maximum amount of product (1.0 means a 100% yield; for example, 0.34 means a 34% yield). (1) The reactants are Cl.N[C@@H]1[C@@H]2[C@H]1OC1C=CC(OC3C=CN=C4C=3CCC(=O)N4)=CC=12.O=C1NC2N=CC=C(OC3C=CC4O[C@H]5[C@H](NC(=O)OC(C)(C)C)[C@H]5C=4C=3)C=2CC1.[CH2:55]([N:57]1[CH2:62][CH2:61][N:60]([CH2:63][C:64]2[CH:94]=[CH:93][C:67]([C:68]([NH:70][C@H:71]3[C@H:76]4[C@@H:72]3[O:73][C:74]3[CH:80]=[CH:79][C:78]([O:81][C:82]5[C:91]6[CH2:90][CH2:89][C:88](=[O:92])[NH:87][C:86]=6[N:85]=[CH:84][CH:83]=5)=[CH:77][C:75]=34)=[O:69])=[CH:66][C:65]=2[C:95]([F:98])([F:97])[F:96])[CH2:59][CH2:58]1)[CH3:56].CCN(C(C)C)C(C)C.CN(C(ON1N=NC2C=CC=NC1=2)=[N+](C)C)C.F[P-](F)(F)(F)(F)F. The catalyst is CN(C=O)C. The product is [CH2:55]([N:57]1[CH2:62][CH2:61][N:60]([CH2:63][C:64]2[CH:94]=[CH:93][C:67]([C:68]([NH:70][C@@H:71]3[C@@H:76]4[C@H:72]3[O:73][C:74]3[CH:80]=[CH:79][C:78]([O:81][C:82]5[C:91]6[CH2:90][CH2:89][C:88](=[O:92])[NH:87][C:86]=6[N:85]=[CH:84][CH:83]=5)=[CH:77][C:75]=34)=[O:69])=[CH:66][C:65]=2[C:95]([F:97])([F:98])[F:96])[CH2:59][CH2:58]1)[CH3:56]. The yield is 0.216. (2) The reactants are [NH2:1][CH2:2][C@H:3]1[NH:7][C:6](=[O:8])[CH2:5][CH2:4]1.[Br:9][C:10]1[N:14]2[N:15]=[C:16](F)[CH:17]=[CH:18][C:13]2=[N:12][CH:11]=1. No catalyst specified. The product is [Br:9][C:10]1[N:14]2[N:15]=[C:16]([NH:1][CH2:2][C@H:3]3[NH:7][C:6](=[O:8])[CH2:5][CH2:4]3)[CH:17]=[CH:18][C:13]2=[N:12][CH:11]=1. The yield is 0.620. (3) The reactants are Br[C:2]1[C:7](=[O:8])[N:6]([CH2:9][C:10]2[CH:15]=[CH:14][C:13]([C:16]3[C:17]([C:22]#[N:23])=[CH:18][CH:19]=[CH:20][CH:21]=3)=[CH:12][CH:11]=2)[C:5]([CH2:24][CH2:25][CH2:26][CH3:27])=[N:4][C:3]=1[CH3:28].[CH2:29]([Sn](CCCC)(CCCC)C=C)[CH2:30]CC.[Cl-].[Li+]. The catalyst is CN(C)C=O.C(OCC)(=O)C.[F-].[K+].Cl[Pd](Cl)([P](C1C=CC=CC=1)(C1C=CC=CC=1)C1C=CC=CC=1)[P](C1C=CC=CC=1)(C1C=CC=CC=1)C1C=CC=CC=1. The product is [CH2:24]([C:5]1[N:6]([CH2:9][C:10]2[CH:15]=[CH:14][C:13]([C:16]3[C:17]([C:22]#[N:23])=[CH:18][CH:19]=[CH:20][CH:21]=3)=[CH:12][CH:11]=2)[C:7](=[O:8])[C:2]([CH:29]=[CH2:30])=[C:3]([CH3:28])[N:4]=1)[CH2:25][CH2:26][CH3:27]. The yield is 0.630. (4) The reactants are C([O:4][CH2:5][CH:6]([C:12]1[CH:17]=[CH:16][C:15]([NH:18][C:19]([C:21]2[N:22]([CH2:28][O:29][CH2:30][CH2:31][Si:32]([CH3:35])([CH3:34])[CH3:33])[CH:23]=[C:24]([C:26]#[N:27])[N:25]=2)=[O:20])=[C:14]([C:36]2[CH2:41][CH2:40][CH2:39][CH2:38][CH:37]=2)[CH:13]=1)[CH2:7][O:8]C(=O)C)(=O)C.[OH-].[Na+].C(Cl)Cl.O. The catalyst is CC(O)C. The product is [C:36]1([C:14]2[CH:13]=[C:12]([CH:6]([CH2:5][OH:4])[CH2:7][OH:8])[CH:17]=[CH:16][C:15]=2[NH:18][C:19]([C:21]2[N:22]([CH2:28][O:29][CH2:30][CH2:31][Si:32]([CH3:33])([CH3:35])[CH3:34])[CH:23]=[C:24]([C:26]#[N:27])[N:25]=2)=[O:20])[CH2:41][CH2:40][CH2:39][CH2:38][CH:37]=1. The yield is 0.630.